Dataset: Forward reaction prediction with 1.9M reactions from USPTO patents (1976-2016). Task: Predict the product of the given reaction. (1) Given the reactants [Br:1][C:2]1[CH:10]=[CH:9][C:5]([C:6]([OH:8])=O)=[CH:4][C:3]=1[F:11].[F:12][C:13]([F:22])([F:21])[C:14]1[CH:19]=[CH:18][N:17]=[C:16]([NH2:20])[CH:15]=1.CN(C(ON1N=NC2C=CC=NC1=2)=[N+](C)C)C.F[P-](F)(F)(F)(F)F, predict the reaction product. The product is: [Br:1][C:2]1[CH:10]=[CH:9][C:5]([C:6]([NH:20][C:16]2[CH:15]=[C:14]([C:13]([F:21])([F:12])[F:22])[CH:19]=[CH:18][N:17]=2)=[O:8])=[CH:4][C:3]=1[F:11]. (2) Given the reactants [C:1]([C:11]1[CH:34]=[CH:33][C:14]([CH2:15][N:16]([C:28](=[O:32])[C:29]([OH:31])=[O:30])[CH2:17][C:18]2[CH:23]=[CH:22][C:21]([C:24]([F:27])([F:26])[F:25])=[CH:20][CH:19]=2)=[CH:13][CH:12]=1)#[C:2][CH2:3][CH2:4][CH2:5][CH2:6][CH2:7][CH2:8][CH2:9][CH3:10].[OH-].[Na+:36], predict the reaction product. The product is: [C:1]([C:11]1[CH:34]=[CH:33][C:14]([CH2:15][N:16]([C:28](=[O:32])[C:29]([O-:31])=[O:30])[CH2:17][C:18]2[CH:23]=[CH:22][C:21]([C:24]([F:27])([F:26])[F:25])=[CH:20][CH:19]=2)=[CH:13][CH:12]=1)#[C:2][CH2:3][CH2:4][CH2:5][CH2:6][CH2:7][CH2:8][CH2:9][CH3:10].[Na+:36]. (3) Given the reactants C([O-])=O.[NH4+].[CH3:5][O:6][C:7]1[CH:8]=[N:9][CH:10]=[CH:11][C:12]=1[C:13]1[CH:18]=[CH:17][C:16]([N+:19]([O-])=O)=[C:15]([O:22][CH:23]([CH3:25])[CH3:24])[CH:14]=1, predict the reaction product. The product is: [CH3:5][O:6][C:7]1[CH:8]=[N:9][CH:10]=[CH:11][C:12]=1[C:13]1[CH:18]=[CH:17][C:16]([NH2:19])=[C:15]([O:22][CH:23]([CH3:25])[CH3:24])[CH:14]=1. (4) Given the reactants [N:1]1[CH:6]=[CH:5][CH:4]=[CH:3][C:2]=1[C:7]1[C:8](C(O)=O)=[C:9]2[CH2:14][CH2:13][CH2:12][N:10]2[N:11]=1.C(=O)(O)[O-].[Na+].[Br:23]NC(=O)CCC(N)=O, predict the reaction product. The product is: [Br:23][C:8]1[C:7]([C:2]2[CH:3]=[CH:4][CH:5]=[CH:6][N:1]=2)=[N:11][N:10]2[CH2:12][CH2:13][CH2:14][C:9]=12.